This data is from Catalyst prediction with 721,799 reactions and 888 catalyst types from USPTO. The task is: Predict which catalyst facilitates the given reaction. (1) Reactant: Cl[C:2]1[C:3]([C:8]([CH3:26])([CH3:25])[C:9]([NH:11][CH:12]2[CH2:17][CH2:16][N:15]([C:18]([O:20][C:21]([CH3:24])([CH3:23])[CH3:22])=[O:19])[CH2:14][CH2:13]2)=[O:10])=[N:4][CH:5]=[CH:6][N:7]=1.C(=O)([O-])[O-].[Cs+].[Cs+].O. Product: [CH3:25][C:8]1([CH3:26])[C:3]2[C:2](=[N:7][CH:6]=[CH:5][N:4]=2)[N:11]([CH:12]2[CH2:17][CH2:16][N:15]([C:18]([O:20][C:21]([CH3:24])([CH3:23])[CH3:22])=[O:19])[CH2:14][CH2:13]2)[C:9]1=[O:10]. The catalyst class is: 16. (2) Product: [F:5][C:6]1[CH:11]=[CH:10][C:9]([C:12]2[C:13](=[O:15])[NH:3][CH2:2][CH2:1][N:4]=2)=[C:8]([O:19][CH3:20])[CH:7]=1. Reactant: [CH2:1]([NH2:4])[CH2:2][NH2:3].[F:5][C:6]1[CH:11]=[CH:10][C:9]([C:12](=O)[C:13]([O:15]CC)=O)=[C:8]([O:19][CH3:20])[CH:7]=1. The catalyst class is: 8. (3) Reactant: [C:1]([O:5][C:6]([N:8]1[CH2:13][CH2:12][C:11](=[C:14]([C:24]2[CH:29]=[CH:28][CH:27]=[CH:26][CH:25]=2)[C:15]2[O:16][C:17]([CH:20]3[CH2:23][NH:22][CH2:21]3)=[N:18][N:19]=2)[CH2:10][CH2:9]1)=[O:7])([CH3:4])([CH3:3])[CH3:2].C=O.[BH3-][C:33]#N.[Na+].O. Product: [C:1]([O:5][C:6]([N:8]1[CH2:9][CH2:10][C:11](=[C:14]([C:24]2[CH:29]=[CH:28][CH:27]=[CH:26][CH:25]=2)[C:15]2[O:16][C:17]([CH:20]3[CH2:21][N:22]([CH3:33])[CH2:23]3)=[N:18][N:19]=2)[CH2:12][CH2:13]1)=[O:7])([CH3:4])([CH3:2])[CH3:3]. The catalyst class is: 5. (4) The catalyst class is: 5. Product: [C:12]([C:13]1[CH:14]=[CH:15][C:16]([O:17][CH2:18][CH2:19][N:20]2[CH2:21][CH2:22][O:23][CH2:24][CH2:25]2)=[CH:26][CH:27]=1)#[CH:11]. Reactant: C(=O)([O-])[O-].[K+].[K+].C[Si]([C:11]#[C:12][C:13]1[CH:27]=[CH:26][C:16]([O:17][CH2:18][CH2:19][N:20]2[CH2:25][CH2:24][O:23][CH2:22][CH2:21]2)=[CH:15][CH:14]=1)(C)C. (5) Reactant: C(OC(=O)[N:7]([C:20]1[C:21]2[N:22]([CH:37]=[CH:38][N:39]=2)[C:23]([C:26]2[CH:31]=[C:30]([C:32]([F:35])([F:34])[F:33])[N:29]=[C:28](F)[CH:27]=2)=[CH:24][N:25]=1)[C:8]1[CH:13]=[CH:12][C:11]([N:14]2[CH2:19][CH2:18][O:17][CH2:16][CH2:15]2)=[CH:10][CH:9]=1)(C)(C)C.CC([O-:45])(C)C.[K+].Cl. Product: [F:33][C:32]([F:35])([F:34])[C:30]1[NH:29][C:28](=[O:45])[CH:27]=[C:26]([C:23]2[N:22]3[CH:37]=[CH:38][N:39]=[C:21]3[C:20]([NH:7][C:8]3[CH:13]=[CH:12][C:11]([N:14]4[CH2:19][CH2:18][O:17][CH2:16][CH2:15]4)=[CH:10][CH:9]=3)=[N:25][CH:24]=2)[CH:31]=1. The catalyst class is: 20. (6) Reactant: F[C:2]1[C:3]([C:20]2[CH:25]=[CH:24][CH:23]=[CH:22][CH:21]=2)=[C:4]([CH3:19])[C:5]([C:17]#[N:18])=[C:6]2[C:10]=1[O:9][C:8]([N:11]1[CH2:14][CH:13]([CH2:15][OH:16])[CH2:12]1)=[N:7]2.C(N(CC)CC)C.[CH3:33][N:34]([CH3:40])[C@H:35]1[CH2:39][CH2:38][NH:37][CH2:36]1. Product: [CH3:33][N:34]([CH3:40])[C@H:35]1[CH2:39][CH2:38][N:37]([C:2]2[C:3]([C:20]3[CH:25]=[CH:24][CH:23]=[CH:22][CH:21]=3)=[C:4]([CH3:19])[C:5]([C:17]#[N:18])=[C:6]3[C:10]=2[O:9][C:8]([N:11]2[CH2:14][CH:13]([CH2:15][OH:16])[CH2:12]2)=[N:7]3)[CH2:36]1. The catalyst class is: 16.